From a dataset of Reaction yield outcomes from USPTO patents with 853,638 reactions. Predict the reaction yield, written as a fraction of the theoretical maximum amount of product (1.0 means a 100% yield; for example, 0.34 means a 34% yield). (1) The reactants are [F:1][C:2]1[C:7]([OH:8])=[CH:6][CH:5]=[C:4]([F:9])[C:3]=1[NH:10][C:11](=O)[C:12]1[CH:17]=[C:16]([C:18]2[CH:23]=[CH:22][CH:21]=[C:20]([F:24])[CH:19]=2)[CH:15]=[CH:14][C:13]=1[CH3:25]. The catalyst is C1COCC1. The product is [F:1][C:2]1[C:3]([NH:10][CH2:11][C:12]2[CH:17]=[C:16]([C:18]3[CH:23]=[CH:22][CH:21]=[C:20]([F:24])[CH:19]=3)[CH:15]=[CH:14][C:13]=2[CH3:25])=[C:4]([F:9])[CH:5]=[CH:6][C:7]=1[OH:8]. The yield is 0.860. (2) The reactants are [CH:1]1([N:7]([CH3:33])[C:8]([C:10]2[CH:32]=[CH:31][C:13]3[N:14]([CH2:25][CH2:26][CH2:27][C:28](O)=[O:29])[C:15]([NH:17][C:18]([C:20]4[S:21][CH:22]=[CH:23][CH:24]=4)=[O:19])=[N:16][C:12]=3[CH:11]=2)=[O:9])[CH2:6][CH2:5][CH2:4][CH2:3][CH2:2]1.O.O[N:36]1C2C=CC=CC=2N=N1.Cl.CN(C)CCCN=C=NCC.[OH-].[NH4+].Cl. The catalyst is CN(C=O)C. The product is [CH:1]1([N:7]([CH3:33])[C:8]([C:10]2[CH:32]=[CH:31][C:13]3[N:14]([CH2:25][CH2:26][CH2:27][C:28](=[O:29])[NH2:36])[C:15]([NH:17][C:18]([C:20]4[S:21][CH:22]=[CH:23][CH:24]=4)=[O:19])=[N:16][C:12]=3[CH:11]=2)=[O:9])[CH2:6][CH2:5][CH2:4][CH2:3][CH2:2]1. The yield is 0.400. (3) The reactants are [N:1]([CH2:4][CH2:5][CH2:6][C:7]1([C:36]2[CH:41]=[CH:40][CH:39]=[CH:38][CH:37]=2)[N:11]([C:12]2[S:13][C:14]3[CH2:15][N:16](C(OC(C)(C)C)=O)[CH2:17][CH2:18][C:19]=3[N:20]=2)[N:10]=[C:9]([C:28]2[CH:33]=[C:32]([F:34])[CH:31]=[CH:30][C:29]=2[F:35])[S:8]1)=[N+:2]=[N-:3].C(O)(C(F)(F)F)=O. The catalyst is C(Cl)Cl. The product is [N:1]([CH2:4][CH2:5][CH2:6][C:7]1([C:36]2[CH:41]=[CH:40][CH:39]=[CH:38][CH:37]=2)[N:11]([C:12]2[S:13][C:14]3[CH2:15][NH:16][CH2:17][CH2:18][C:19]=3[N:20]=2)[N:10]=[C:9]([C:28]2[CH:33]=[C:32]([F:34])[CH:31]=[CH:30][C:29]=2[F:35])[S:8]1)=[N+:2]=[N-:3]. The yield is 0.960. (4) The reactants are [Cl:1][C:2]1[CH:3]=[C:4](I)[C:5]([NH2:8])=[N:6][CH:7]=1.[CH2:10]([Si:12]([CH2:20][CH3:21])([CH2:18][CH3:19])[C:13]#[C:14][CH2:15][CH2:16][OH:17])[CH3:11].[Cl-].[Li+].C(=O)([O-])[O-].[Na+].[Na+]. The catalyst is CN(C=O)C.ClCCl.C1(P(C2C=CC=CC=2)[C-]2C=CC=C2)C=CC=CC=1.[C-]1(P(C2C=CC=CC=2)C2C=CC=CC=2)C=CC=C1.[Fe+2]. The product is [Cl:1][C:2]1[CH:3]=[C:4]2[C:14]([CH2:15][CH2:16][OH:17])=[C:13]([Si:12]([CH2:20][CH3:21])([CH2:10][CH3:11])[CH2:18][CH3:19])[NH:8][C:5]2=[N:6][CH:7]=1. The yield is 0.880. (5) The reactants are [C:1]1([Mg]Br)[CH:6]=[CH:5][CH:4]=[CH:3][CH:2]=1.[NH2:9][C:10]1[CH:17]=[C:16]([O:18][CH3:19])[CH:15]=[CH:14][C:11]=1[C:12]#N.Cl.[OH-:21].[Na+]. The catalyst is C(OCC)C. The product is [NH2:9][C:10]1[CH:17]=[C:16]([O:18][CH3:19])[CH:15]=[CH:14][C:11]=1[C:12]([C:1]1[CH:6]=[CH:5][CH:4]=[CH:3][CH:2]=1)=[O:21]. The yield is 0.850. (6) The reactants are [NH2:1][C:2]1[C:11]2[C:6](=[CH:7][CH:8]=[CH:9][CH:10]=2)[C:5](Br)=[CH:4][CH:3]=1.O1[CH2:18][CH2:17][O:16][CH2:15][CH2:14]1. The catalyst is C1C=CC([P]([Pd]([P](C2C=CC=CC=2)(C2C=CC=CC=2)C2C=CC=CC=2)([P](C2C=CC=CC=2)(C2C=CC=CC=2)C2C=CC=CC=2)[P](C2C=CC=CC=2)(C2C=CC=CC=2)C2C=CC=CC=2)(C2C=CC=CC=2)C2C=CC=CC=2)=CC=1. The product is [NH2:1][C:2]1[C:11]2[C:6](=[CH:7][CH:8]=[CH:9][CH:10]=2)[C:5]([C:4]2[CH:5]=[CH:6][CH:11]=[C:2]([N:1]3[CH2:18][CH2:17][O:16][CH2:15][CH2:14]3)[CH:3]=2)=[CH:4][CH:3]=1. The yield is 0.380.